Dataset: TCR-epitope binding with 47,182 pairs between 192 epitopes and 23,139 TCRs. Task: Binary Classification. Given a T-cell receptor sequence (or CDR3 region) and an epitope sequence, predict whether binding occurs between them. (1) The epitope is FLNRFTTTL. The TCR CDR3 sequence is CASSPDRAGNTIYF. Result: 0 (the TCR does not bind to the epitope). (2) The epitope is FTYASALWEI. The TCR CDR3 sequence is CASSLSGTNGYTF. Result: 0 (the TCR does not bind to the epitope). (3) The epitope is NLSALGIFST. The TCR CDR3 sequence is CASSWAAPGEQFF. Result: 0 (the TCR does not bind to the epitope). (4) The epitope is KTWGQYWQV. The TCR CDR3 sequence is CASTRDFGGNEQFF. Result: 0 (the TCR does not bind to the epitope). (5) The epitope is FLPRVFSAV. The TCR CDR3 sequence is CASSQGEVAGSSGANVLTF. Result: 0 (the TCR does not bind to the epitope). (6) The epitope is VLWAHGFEL. The TCR CDR3 sequence is CASSHSGRDTGELFF. Result: 1 (the TCR binds to the epitope).